Task: Predict the reactants needed to synthesize the given product.. Dataset: Full USPTO retrosynthesis dataset with 1.9M reactions from patents (1976-2016) (1) Given the product [F:1][C:2]1[CH:9]=[CH:8][CH:7]=[C:6]([F:10])[C:3]=1[CH2:4][N:18]1[C:26]2[C:21](=[CH:22][CH:23]=[C:24]([CH2:27][C:28]([OH:30])=[O:29])[CH:25]=2)[CH:20]=[CH:19]1.[CH2:11]([N:18]1[C:26]2[C:21](=[CH:22][CH:23]=[C:24]([CH2:27][C:28]([OH:30])=[O:29])[CH:25]=2)[CH:20]=[CH:19]1)[C:12]1[CH:13]=[CH:14][CH:15]=[CH:16][CH:17]=1, predict the reactants needed to synthesize it. The reactants are: [F:1][C:2]1[CH:9]=[CH:8][CH:7]=[C:6]([F:10])[C:3]=1[CH2:4]Cl.[CH2:11]([N:18]1[C:26]2[C:21](=[CH:22][CH:23]=[C:24]([CH2:27][C:28]([OH:30])=[O:29])[CH:25]=2)[CH:20]=[CH:19]1)[C:12]1[CH:17]=[CH:16][CH:15]=[CH:14][CH:13]=1. (2) Given the product [CH2:37]([C:39]1[C:44]([O:45][CH2:46][O:47][CH2:48][CH2:49][Si:50]([CH3:52])([CH3:51])[CH3:53])=[CH:43][CH:42]=[CH:41][C:40]=1[C:54]1[N:55]=[C:6]([C:5]2[CH:9]=[CH:10][C:11]([O:12][CH:13]([CH3:15])[CH3:14])=[C:3]([CH:4]=2)[C:1]#[N:2])[O:8][N:57]=1)[CH3:38], predict the reactants needed to synthesize it. The reactants are: [C:1]([C:3]1[CH:4]=[C:5]([CH:9]=[CH:10][C:11]=1[O:12][CH:13]([CH3:15])[CH3:14])[C:6]([OH:8])=O)#[N:2].CCN=C=NCCCN(C)C.C1C=CC2N(O)N=NC=2C=1.[CH2:37]([C:39]1[C:44]([O:45][CH2:46][O:47][CH2:48][CH2:49][Si:50]([CH3:53])([CH3:52])[CH3:51])=[CH:43][CH:42]=[CH:41][C:40]=1[C:54](=[NH:57])[NH:55]O)[CH3:38]. (3) Given the product [CH3:1][N:2]1[CH:6]=[C:5]([C:7]2[CH:12]=[CH:11][C:10]([N:13]([C:14]3[C:18]4[CH2:19][N:20]([C:23](=[O:25])[CH3:24])[CH2:21][CH2:22][C:17]=4[N:16]([C@H:26]4[CH2:30][CH2:29][O:28][CH2:27]4)[N:15]=3)[C:32]3[CH:37]=[CH:36][CH:35]=[CH:34][CH:33]=3)=[CH:9][CH:8]=2)[CH:4]=[N:3]1, predict the reactants needed to synthesize it. The reactants are: [CH3:1][N:2]1[CH:6]=[C:5]([C:7]2[CH:12]=[CH:11][C:10]([NH:13][C:14]3[C:18]4[CH2:19][N:20]([C:23](=[O:25])[CH3:24])[CH2:21][CH2:22][C:17]=4[N:16]([C@H:26]4[CH2:30][CH2:29][O:28][CH2:27]4)[N:15]=3)=[CH:9][CH:8]=2)[CH:4]=[N:3]1.I[C:32]1[CH:37]=[CH:36][CH:35]=[CH:34][CH:33]=1.CC([O-])(C)C.[K+].C1(P(C2CCCCC2)C2C=CC=CC=2C2C(C(C)C)=CC(C(C)C)=CC=2C(C)C)CCCCC1. (4) Given the product [F:21][C:18]1[CH:19]=[CH:20][C:15]([C:7]2[C:6]3[C:11](=[CH:12][C:3]([CH2:2][N:25]4[C:26](=[O:28])[CH2:27][N:23]([CH3:22])[C:24]4=[O:29])=[CH:4][CH:5]=3)[N:10]=[C:9]([C:13]#[N:14])[CH:8]=2)=[CH:16][CH:17]=1, predict the reactants needed to synthesize it. The reactants are: Br[CH2:2][C:3]1[CH:12]=[C:11]2[C:6]([C:7]([C:15]3[CH:20]=[CH:19][C:18]([F:21])=[CH:17][CH:16]=3)=[CH:8][C:9]([C:13]#[N:14])=[N:10]2)=[CH:5][CH:4]=1.[CH3:22][N:23]1[CH2:27][C:26](=[O:28])[NH:25][C:24]1=[O:29].C(=O)([O-])[O-].[Cs+].[Cs+]. (5) Given the product [CH2:31]([N:20]1[CH2:21][CH2:22][CH:17]([N:14]2[CH2:13][CH2:12][C:11]([C:7]3[CH:8]=[CH:9][CH:10]=[C:5]([O:4][CH3:3])[CH:6]=3)([C:23]#[N:24])[CH2:16][CH2:15]2)[CH2:18][CH2:19]1)[C:32]1[CH:37]=[CH:36][CH:35]=[CH:34][CH:33]=1, predict the reactants needed to synthesize it. The reactants are: Cl.Cl.[CH3:3][O:4][C:5]1[CH:6]=[C:7]([C:11]2([C:23]#[N:24])[CH2:16][CH2:15][N:14]([CH:17]3[CH2:22][CH2:21][NH:20][CH2:19][CH2:18]3)[CH2:13][CH2:12]2)[CH:8]=[CH:9][CH:10]=1.C(=O)([O-])[O-].[K+].[K+].[CH2:31](Br)[C:32]1[CH:37]=[CH:36][CH:35]=[CH:34][CH:33]=1.O.